From a dataset of Full USPTO retrosynthesis dataset with 1.9M reactions from patents (1976-2016). Predict the reactants needed to synthesize the given product. (1) Given the product [F:1][C:2]1[CH:7]=[CH:6][C:5]([C:8]2[C:17]3[C:12](=[CH:13][C:14]([CH2:19][NH:22][C:23]4[O:27][C:26]([C:28]([OH:35])([C:29]([F:32])([F:30])[F:31])[CH2:33][CH3:34])=[N:25][N:24]=4)=[C:15]([CH3:18])[CH:16]=3)[O:11][C:10](=[O:21])[CH:9]=2)=[CH:4][CH:3]=1, predict the reactants needed to synthesize it. The reactants are: [F:1][C:2]1[CH:7]=[CH:6][C:5]([C:8]2[C:17]3[C:12](=[CH:13][C:14]([CH:19]=O)=[C:15]([CH3:18])[CH:16]=3)[O:11][C:10](=[O:21])[CH:9]=2)=[CH:4][CH:3]=1.[NH2:22][C:23]1[O:27][C:26]([C:28]([OH:35])([CH2:33][CH3:34])[C:29]([F:32])([F:31])[F:30])=[N:25][N:24]=1.C1(C)C=CC(S([O-])(=O)=O)=CC=1.[NH+]1C=CC=CC=1.[BH4-].[Na+]. (2) The reactants are: [OH:1][C:2]1[CH:7]=[CH:6][C:5]([CH2:8][CH2:9][C:10]([O:12][CH3:13])=[O:11])=[CH:4][CH:3]=1.[CH3:14][C:15]1[CH:16]=[C:17]([CH:27]=[CH:28][CH:29]=1)[O:18][C:19]1[CH:20]=[C:21]([CH2:25]O)[CH:22]=[CH:23][CH:24]=1.C(P(CCCC)CCCC)CCC.N(C(N1CCCCC1)=O)=NC(N1CCCCC1)=O. Given the product [CH3:25][C:21]1[CH:20]=[C:19]([CH:24]=[CH:23][CH:22]=1)[O:18][C:17]1[CH:16]=[C:15]([CH:29]=[CH:28][CH:27]=1)[CH2:14][O:1][C:2]1[CH:3]=[CH:4][C:5]([CH2:8][CH2:9][C:10]([O:12][CH3:13])=[O:11])=[CH:6][CH:7]=1, predict the reactants needed to synthesize it.